From a dataset of Forward reaction prediction with 1.9M reactions from USPTO patents (1976-2016). Predict the product of the given reaction. Given the reactants [CH3:1][O:2][C:3]1[S:21][C:6]2[NH:7][C:8](=[O:20])[N:9]([CH2:12][CH2:13][N:14]3[CH2:19][CH2:18][O:17][CH2:16][CH2:15]3)[C:10](=[O:11])[C:5]=2[C:4]=1[CH3:22].Br[CH2:24][C:25]1[CH:30]=[CH:29][C:28]([C:31]2[CH:36]=[CH:35][CH:34]=[CH:33][C:32]=2[C:37]2[N:41]=[C:40](C(Cl)(Cl)Cl)[O:39][N:38]=2)=[CH:27][CH:26]=1.C(=O)([O-])[O-:47].[K+].[K+].CN(C)C=O, predict the reaction product. The product is: [CH3:1][O:2][C:3]1[S:21][C:6]2[N:7]([CH2:24][C:25]3[CH:30]=[CH:29][C:28]([C:31]4[CH:36]=[CH:35][CH:34]=[CH:33][C:32]=4[C:37]4[NH:41][C:40](=[O:47])[O:39][N:38]=4)=[CH:27][CH:26]=3)[C:8](=[O:20])[N:9]([CH2:12][CH2:13][N:14]3[CH2:15][CH2:16][O:17][CH2:18][CH2:19]3)[C:10](=[O:11])[C:5]=2[C:4]=1[CH3:22].